Dataset: Peptide-MHC class I binding affinity with 185,985 pairs from IEDB/IMGT. Task: Regression. Given a peptide amino acid sequence and an MHC pseudo amino acid sequence, predict their binding affinity value. This is MHC class I binding data. (1) The peptide sequence is TIEGRKVMLY. The MHC is HLA-A68:01 with pseudo-sequence HLA-A68:01. The binding affinity (normalized) is 0.129. (2) The peptide sequence is MAMGILHTI. The MHC is HLA-C04:01 with pseudo-sequence HLA-C04:01. The binding affinity (normalized) is 0.0847.